From a dataset of Forward reaction prediction with 1.9M reactions from USPTO patents (1976-2016). Predict the product of the given reaction. (1) Given the reactants C(OC([NH:8][C@@H:9]([C:45]([CH3:48])([CH3:47])[CH3:46])[C:10]([N:12]1[C@H:21]([C:22]([N:24]([CH2:34][C:35]2[CH:44]=[CH:43][C:38]([C:39]([O:41][CH3:42])=[O:40])=[CH:37][CH:36]=2)[C@@H:25]([C:27]2[CH:32]=[CH:31][C:30]([F:33])=[CH:29][CH:28]=2)[CH3:26])=[O:23])[CH2:20][C:19]2[C:14](=[CH:15][CH:16]=[CH:17][CH:18]=2)[CH2:13]1)=[O:11])=O)(C)(C)C.C(O)(C(F)(F)F)=O, predict the reaction product. The product is: [NH2:8][C@@H:9]([C:45]([CH3:46])([CH3:48])[CH3:47])[C:10]([N:12]1[C@H:21]([C:22]([N:24]([CH2:34][C:35]2[CH:36]=[CH:37][C:38]([C:39]([O:41][CH3:42])=[O:40])=[CH:43][CH:44]=2)[C@@H:25]([C:27]2[CH:32]=[CH:31][C:30]([F:33])=[CH:29][CH:28]=2)[CH3:26])=[O:23])[CH2:20][C:19]2[C:14](=[CH:15][CH:16]=[CH:17][CH:18]=2)[CH2:13]1)=[O:11]. (2) The product is: [OH:12][C@H:13]1[CH2:17][N:16]([CH:18]2[CH2:19][CH2:20][N:21]([CH2:46][C:45]3[CH:44]=[CH:43][C:42]([O:41][C:33]4[S:32][C:40]5[C:35]([N:34]=4)=[N:36][CH:37]=[CH:38][CH:39]=5)=[CH:49][CH:48]=3)[CH2:22][CH2:23]2)[C:15](=[O:24])[CH2:14]1. Given the reactants C(O)(=O)C.[Si]([O:12][C@H:13]1[CH2:17][N:16]([CH:18]2[CH2:23][CH2:22][NH:21][CH2:20][CH2:19]2)[C:15](=[O:24])[CH2:14]1)(C(C)(C)C)(C)C.CCN(CC)CC.[S:32]1[C:40]2[C:35](=[N:36][CH:37]=[CH:38][CH:39]=2)[N:34]=[C:33]1[O:41][C:42]1[CH:49]=[CH:48][C:45]([CH:46]=O)=[CH:44][CH:43]=1.C(O[BH-](OC(=O)C)OC(=O)C)(=O)C.[Na+].Cl, predict the reaction product. (3) Given the reactants Cl[C:2]1[C:7]([C:8]([O:10][CH2:11]C)=[O:9])=[CH:6][N:5]=[C:4]([S:13][CH3:14])[N:3]=1.[CH3:15][O-:16].[Na+], predict the reaction product. The product is: [CH3:15][O:16][C:2]1[C:7]([C:8]([O:10][CH3:11])=[O:9])=[CH:6][N:5]=[C:4]([S:13][CH3:14])[N:3]=1.